This data is from Catalyst prediction with 721,799 reactions and 888 catalyst types from USPTO. The task is: Predict which catalyst facilitates the given reaction. Reactant: C([O:3][C:4]([C:6]1([CH2:22][CH2:23]OC)[CH2:11][CH2:10][N:9]([S:12]([C:15]2[CH:20]=[CH:19][CH:18]=[CH:17][C:16]=2[Cl:21])(=[O:14])=[O:13])[CH2:8][CH2:7]1)=O)C.[Cl-].C[Al+]C.[CH2:30]([C:32]1[CH:38]=[CH:37][C:35]([NH2:36])=[CH:34][CH:33]=1)[CH3:31]. Product: [Cl:21][C:16]1[CH:17]=[CH:18][CH:19]=[CH:20][C:15]=1[S:12]([N:9]1[CH2:10][CH2:11][C:6]2([C:4](=[O:3])[N:36]([C:35]3[CH:37]=[CH:38][C:32]([CH2:30][CH3:31])=[CH:33][CH:34]=3)[CH2:23][CH2:22]2)[CH2:7][CH2:8]1)(=[O:14])=[O:13]. The catalyst class is: 194.